Dataset: Full USPTO retrosynthesis dataset with 1.9M reactions from patents (1976-2016). Task: Predict the reactants needed to synthesize the given product. (1) Given the product [Br:8][C:9]1[CH:10]=[CH:11][C:12]([CH:13]([CH3:1])[CH2:14][C:15]([O:17][CH3:18])=[O:16])=[CH:19][CH:20]=1, predict the reactants needed to synthesize it. The reactants are: [CH3:1]COCC.[Li]C.[Br:8][C:9]1[CH:20]=[CH:19][C:12]([CH:13]=[CH:14][C:15]([O:17][CH3:18])=[O:16])=[CH:11][CH:10]=1. (2) Given the product [N:1]1([C:6]2[N:11]=[CH:10][C:9]([CH2:12][C:13]([OH:15])=[O:14])=[CH:8][CH:7]=2)[CH:5]=[N:4][N:3]=[N:2]1, predict the reactants needed to synthesize it. The reactants are: [N:1]1([C:6]2[N:11]=[CH:10][C:9]([CH2:12][C:13]([O:15]CC)=[O:14])=[CH:8][CH:7]=2)[CH:5]=[N:4][N:3]=[N:2]1.[Li+].[OH-].C(O)(=O)CC(CC(O)=O)(C(O)=O)O. (3) The reactants are: [CH2:1]([CH:3]([C:6]1[C:7]2[N:8]([C:13](I)=[C:14]([CH3:16])[N:15]=2)[N:9]=[C:10]([CH3:12])[CH:11]=1)[CH2:4][CH3:5])[CH3:2].[CH3:18][N:19]1[C:27]2[C:22](=[CH:23][C:24]([CH3:28])=[CH:25][CH:26]=2)[CH:21]=[C:20]1B(O)O.C([O-])([O-])=O.[Na+].[Na+].C1C=CC(P(C2C=CC=CC=2)C2C=CC=CC=2)=CC=1. Given the product [CH3:18][N:19]1[C:27]2[C:22](=[CH:23][C:24]([CH3:28])=[CH:25][CH:26]=2)[CH:21]=[C:20]1[C:13]1[N:8]2[N:9]=[C:10]([CH3:12])[CH:11]=[C:6]([CH:3]([CH2:4][CH3:5])[CH2:1][CH3:2])[C:7]2=[N:15][C:14]=1[CH3:16], predict the reactants needed to synthesize it. (4) Given the product [C:41]([O:40][C:38](=[O:39])[N:26]([C:25]1[CH:28]=[CH:29][C:22]([C:18]2[CH:17]=[N:16][C:15]3[C:20](=[CH:21][C:12]([O:11][CH2:10][CH2:9][O:8][Si:1]([C:4]([CH3:7])([CH3:6])[CH3:5])([CH3:3])[CH3:2])=[CH:13][CH:14]=3)[N:19]=2)=[CH:23][CH:24]=1)[CH3:27])([CH3:42])([CH3:43])[CH3:44], predict the reactants needed to synthesize it. The reactants are: [Si:1]([O:8][CH2:9][CH2:10][O:11][C:12]1[CH:21]=[C:20]2[C:15]([N:16]=[CH:17][C:18]([C:22]3[CH:29]=[CH:28][C:25]([NH:26][CH3:27])=[CH:24][CH:23]=3)=[N:19]2)=[CH:14][CH:13]=1)([C:4]([CH3:7])([CH3:6])[CH3:5])([CH3:3])[CH3:2].[C:41]([O:40][C:38](O[C:38]([O:40][C:41]([CH3:44])([CH3:43])[CH3:42])=[O:39])=[O:39])([CH3:44])([CH3:43])[CH3:42].C(N(CC)CC)C.